From a dataset of Forward reaction prediction with 1.9M reactions from USPTO patents (1976-2016). Predict the product of the given reaction. (1) Given the reactants [NH2:1][C:2]1[CH:7]=[C:6]([N+:8]([O-:10])=[O:9])[CH:5]=[CH:4][C:3]=1[O:11][CH3:12].[CH3:13][S:14](Cl)(=[O:16])=[O:15].O, predict the reaction product. The product is: [CH3:12][O:11][C:3]1[CH:4]=[CH:5][C:6]([N+:8]([O-:10])=[O:9])=[CH:7][C:2]=1[NH:1][S:14]([CH3:13])(=[O:16])=[O:15]. (2) Given the reactants [Br:1][C:2]1[CH:7]=[CH:6][C:5]([NH:8][C:9]2[N:14]=[C:13]([OH:15])[CH:12]=[CH:11][C:10]=2[N+:16]([O-])=O)=[C:4]([CH3:19])[CH:3]=1.[CH3:20]O, predict the reaction product. The product is: [Br:1][C:2]1[CH:7]=[CH:6][C:5]([N:8]2[C:9]3=[N:14][C:13]([OH:15])=[CH:12][CH:11]=[C:10]3[N:16]=[CH:20]2)=[C:4]([CH3:19])[CH:3]=1. (3) Given the reactants [N+:1]([C:4]1[N:9]=[CH:8][C:7]([N:10]2[CH2:15][CH2:14][O:13][CH2:12][CH2:11]2)=[CH:6][CH:5]=1)([O-])=O, predict the reaction product. The product is: [N:10]1([C:7]2[CH:6]=[CH:5][C:4]([NH2:1])=[N:9][CH:8]=2)[CH2:15][CH2:14][O:13][CH2:12][CH2:11]1. (4) Given the reactants C([O:5][C:6](=[O:24])/[CH:7]=[CH:8]/[C:9]1[CH:13]=[CH:12][N:11]([S:14]([CH2:17][C:18]2[CH:23]=[CH:22][CH:21]=[CH:20][CH:19]=2)(=[O:16])=[O:15])[CH:10]=1)(C)(C)C.C(O)(C(F)(F)F)=O, predict the reaction product. The product is: [C:18]1([CH2:17][S:14]([N:11]2[CH:12]=[CH:13][C:9](/[CH:8]=[CH:7]/[C:6]([OH:24])=[O:5])=[CH:10]2)(=[O:16])=[O:15])[CH:19]=[CH:20][CH:21]=[CH:22][CH:23]=1. (5) Given the reactants Cl[C:2]1[N:7]=[C:6]([NH:8][C:9]2[CH:14]=[CH:13][CH:12]=[C:11]([O:15][CH3:16])[CH:10]=2)[C:5]([N+:17]([O-])=O)=[CH:4][N:3]=1.C(N(CC)CC)C.[CH:27]1([NH2:30])[CH2:29][CH2:28]1.S(S([O-])=O)([O-])=O.[Na+].[Na+], predict the reaction product. The product is: [CH:27]1([NH:30][C:2]2[N:7]=[C:6]([NH:8][C:9]3[CH:14]=[CH:13][CH:12]=[C:11]([O:15][CH3:16])[CH:10]=3)[C:5]([NH2:17])=[CH:4][N:3]=2)[CH2:29][CH2:28]1.